This data is from Full USPTO retrosynthesis dataset with 1.9M reactions from patents (1976-2016). The task is: Predict the reactants needed to synthesize the given product. (1) Given the product [CH3:1][N:2]1[CH:6]=[C:5]([CH2:7][N:33]2[CH2:34][CH2:35][N:30]([C:28](=[O:29])/[CH:27]=[CH:26]/[C:17]3[CH:18]=[CH:19][C:20]([C:22]([F:25])([F:24])[F:23])=[CH:21][C:16]=3[CH2:15][N:13]3[N:12]=[N:11][C:10]([CH3:9])=[N:14]3)[CH2:31][CH2:32]2)[CH:4]=[N:3]1, predict the reactants needed to synthesize it. The reactants are: [CH3:1][N:2]1[CH:6]=[C:5]([CH:7]=O)[CH:4]=[N:3]1.[CH3:9][C:10]1[N:11]=[N:12][N:13]([CH2:15][C:16]2[CH:21]=[C:20]([C:22]([F:25])([F:24])[F:23])[CH:19]=[CH:18][C:17]=2/[CH:26]=[CH:27]/[C:28]([N:30]2[CH2:35][CH2:34][NH:33][CH2:32][CH2:31]2)=[O:29])[N:14]=1.C(O)(=O)C.Cl. (2) Given the product [CH3:22][O:21][C:3]1[CH:4]=[C:5]([C:6]([NH:8][C:9]2[CH:18]=[C:17]3[C:12]([CH:13]=[CH:14][CH:15]=[N:16]3)=[CH:11][CH:10]=2)=[O:7])[CH:19]=[CH:20][C:2]=1[C:23]1[CH:28]=[CH:27][CH:26]=[CH:25][CH:24]=1, predict the reactants needed to synthesize it. The reactants are: Br[C:2]1[CH:20]=[CH:19][C:5]([C:6]([NH:8][C:9]2[CH:18]=[C:17]3[C:12]([CH:13]=[CH:14][CH:15]=[N:16]3)=[CH:11][CH:10]=2)=[O:7])=[CH:4][C:3]=1[O:21][CH3:22].[C:23]1(B(O)O)[CH:28]=[CH:27][CH:26]=[CH:25][CH:24]=1. (3) Given the product [CH:16](/[C:2]1[CH:3]=[CH:4][C:5]2[NH:6][C:7]3[C:12]([C:13]=2[CH:14]=1)=[CH:11][C:10](/[CH:5]=[CH:13]/[C:12]1[CH:7]=[CH:8][CH:9]=[CH:10][CH:11]=1)=[CH:9][CH:8]=3)=[CH:17]\[C:18]1[CH:23]=[CH:22][CH:21]=[CH:20][CH:19]=1, predict the reactants needed to synthesize it. The reactants are: Br[C:2]1[CH:3]=[CH:4][C:5]2[NH:6][C:7]3[C:12]([C:13]=2[CH:14]=1)=[CH:11][C:10](Br)=[CH:9][CH:8]=3.[CH:16](/B(O)O)=[CH:17]/[C:18]1[CH:23]=[CH:22][CH:21]=[CH:20][CH:19]=1.C([O-])([O-])=O.[K+].[K+]. (4) Given the product [Cl:1][C:2]1([C:60](=[O:61])[NH:43][C:42]2[CH:44]=[CH:45][CH:46]=[C:40]([C:38](=[O:39])[NH:37][CH3:36])[CH:41]=2)[CH:7]=[CH:6][C:5]([N:8]([C:12]2[CH:17]=[CH:16][CH:15]=[CH:14][C:13]=2[C:18]([F:19])([F:21])[F:20])[C:9](=[O:11])[NH2:10])=[CH:4][CH2:3]1, predict the reactants needed to synthesize it. The reactants are: [Cl:1][C:2]1(C2C=CC=C(C(=O)NC)C=2)[CH:7]=[CH:6][C:5]([N:8]([C:12]2[CH:17]=[CH:16][CH:15]=[CH:14][C:13]=2[C:18]([F:21])([F:20])[F:19])[C:9](=[O:11])[NH2:10])=[C:4](NC(O)=O)[CH2:3]1.[CH3:36][NH:37][C:38]([C:40]1[CH:41]=[C:42]([CH:44]=[CH:45][CH:46]=1)[NH2:43])=[O:39].C1C=CC2N(O)N=NC=2C=1.CN1CC[O:61][CH2:60]C1.CCN=C=NCCCN(C)C.Cl.